From a dataset of Forward reaction prediction with 1.9M reactions from USPTO patents (1976-2016). Predict the product of the given reaction. (1) Given the reactants [NH2:1][C:2]1[CH:17]=[CH:16][C:5]([O:6][C:7]2[CH:12]=[CH:11][N:10]=[C:9]([C:13]([NH2:15])=[O:14])[CH:8]=2)=[CH:4][C:3]=1Cl.NC1C=CC(O)=CC=1[Cl:27], predict the reaction product. The product is: [NH2:1][C:2]1[CH:17]=[CH:16][C:5]([O:6][C:7]2[CH:12]=[CH:11][N:10]=[C:9]([C:13]([NH2:15])=[O:14])[CH:8]=2)=[C:4]([Cl:27])[CH:3]=1. (2) Given the reactants [C:1]([O:5][C:6]([N:8]1[CH2:13][CH2:12][CH:11]([C:14]([O-:16])=O)[CH2:10][CH2:9]1)=[O:7])([CH3:4])([CH3:3])[CH3:2].[NH2:17][CH:18]([C:27]1[CH:32]=[CH:31][CH:30]=[CH:29][CH:28]=1)[CH:19]([C:21]1[CH:26]=[CH:25][CH:24]=[CH:23][CH:22]=1)O, predict the reaction product. The product is: [C:27]1([C:18]2[N:17]=[C:14]([CH:11]3[CH2:10][CH2:9][N:8]([C:6]([O:5][C:1]([CH3:2])([CH3:3])[CH3:4])=[O:7])[CH2:13][CH2:12]3)[O:16][C:19]=2[C:21]2[CH:22]=[CH:23][CH:24]=[CH:25][CH:26]=2)[CH:28]=[CH:29][CH:30]=[CH:31][CH:32]=1.